This data is from Forward reaction prediction with 1.9M reactions from USPTO patents (1976-2016). The task is: Predict the product of the given reaction. The product is: [NH2:9][C@@:8]1([C:6]2[CH:7]=[C:2]([Br:1])[CH:3]=[CH:4][C:5]=2[F:37])[CH2:15][O:14][C@H:13]([CH2:16][O:17][C:18]([C:25]2[CH:30]=[CH:29][CH:28]=[CH:27][CH:26]=2)([C:31]2[CH:36]=[CH:35][CH:34]=[CH:33][CH:32]=2)[C:19]2[CH:20]=[CH:21][CH:22]=[CH:23][CH:24]=2)[C@H:12]1[CH2:11][OH:10]. Given the reactants [Br:1][C:2]1[CH:3]=[CH:4][C:5]([F:37])=[C:6]([C@@:8]23[CH2:15][O:14][C@H:13]([CH2:16][O:17][C:18]([C:31]4[CH:36]=[CH:35][CH:34]=[CH:33][CH:32]=4)([C:25]4[CH:30]=[CH:29][CH:28]=[CH:27][CH:26]=4)[C:19]4[CH:24]=[CH:23][CH:22]=[CH:21][CH:20]=4)[C@H:12]2[CH2:11][O:10][NH:9]3)[CH:7]=1.C(O)(=O)C, predict the reaction product.